From a dataset of Peptide-MHC class I binding affinity with 185,985 pairs from IEDB/IMGT. Regression. Given a peptide amino acid sequence and an MHC pseudo amino acid sequence, predict their binding affinity value. This is MHC class I binding data. (1) The peptide sequence is LLKDLMPFV. The MHC is HLA-B15:01 with pseudo-sequence HLA-B15:01. The binding affinity (normalized) is 0.156. (2) The peptide sequence is YTVEYPNL. The MHC is H-2-Kb with pseudo-sequence H-2-Kb. The binding affinity (normalized) is 0.665. (3) The peptide sequence is GSVPALTIAC. The MHC is H-2-Db with pseudo-sequence H-2-Db. The binding affinity (normalized) is 0. (4) The peptide sequence is KRQQELLRM. The MHC is Mamu-B08 with pseudo-sequence Mamu-B08. The binding affinity (normalized) is 0.447.